From a dataset of Forward reaction prediction with 1.9M reactions from USPTO patents (1976-2016). Predict the product of the given reaction. (1) Given the reactants [CH3:1][Si:2]([C:5]#[CH:6])([CH3:4])[CH3:3].C(N(CC)CC)C.[C:14]([O:18][C:19]([N:21]1[CH2:26][CH2:25][N:24]([S:27]([C:30]2[CH:35]=[CH:34][C:33](Br)=[CH:32][CH:31]=2)(=[O:29])=[O:28])[CH2:23][CH2:22]1)=[O:20])([CH3:17])([CH3:16])[CH3:15], predict the reaction product. The product is: [C:14]([O:18][C:19]([N:21]1[CH2:26][CH2:25][N:24]([S:27]([C:30]2[CH:35]=[CH:34][C:33]([C:6]#[C:5][Si:2]([CH3:4])([CH3:3])[CH3:1])=[CH:32][CH:31]=2)(=[O:29])=[O:28])[CH2:23][CH2:22]1)=[O:20])([CH3:17])([CH3:15])[CH3:16]. (2) Given the reactants [N+:1]([C:4]1[CH:13]=[CH:12][CH:11]=[C:10]2[C:5]=1[CH:6]=[CH:7][C:8](Cl)=[N:9]2)([O-])=O.[CH3:15][C:16]1[O:17][C:18]2[C:24]([NH2:25])=[CH:23][CH:22]=[CH:21][C:19]=2[CH:20]=1.[F:26][C:27]1[CH:28]=[C:29]([CH:32]=[C:33]([F:35])[CH:34]=1)[CH:30]=O, predict the reaction product. The product is: [F:26][C:27]1[CH:28]=[C:29]([CH:32]=[C:33]([F:35])[CH:34]=1)[CH2:30][NH:1][C:4]1[C:5]2[CH:6]=[CH:7][C:8]([NH:25][C:24]3[C:18]4[O:17][C:16]([CH3:15])=[CH:20][C:19]=4[CH:21]=[CH:22][CH:23]=3)=[N:9][C:10]=2[CH:11]=[CH:12][CH:13]=1. (3) The product is: [CH3:1][O:2][C:3](=[O:15])[C:4]1[CH:9]=[C:8]([Br:10])[CH:7]=[C:6]([NH2:11])[C:5]=1[NH2:14]. Given the reactants [CH3:1][O:2][C:3](=[O:15])[C:4]1[CH:9]=[C:8]([Br:10])[CH:7]=[C:6]([N+:11]([O-])=O)[C:5]=1[NH2:14].[BH4-].[Na+], predict the reaction product. (4) Given the reactants C([O:3][C:4](=[O:15])[CH2:5][C:6]1[N:7]=[C:8]2[N:12]([CH:13]=1)[N:11]=[C:10]([CH3:14])[S:9]2)C.[OH-].[Na+], predict the reaction product. The product is: [CH3:14][C:10]1[S:9][C:8]2=[N:7][C:6]([CH2:5][C:4]([OH:15])=[O:3])=[CH:13][N:12]2[N:11]=1. (5) Given the reactants C([O:3][C:4](=[O:34])[CH2:5][CH2:6][C:7]1[CH:12]=[CH:11][C:10]([O:13][CH2:14][CH2:15][CH2:16][O:17][C:18]2[CH:23]=[CH:22][C:21]([Cl:24])=[CH:20][C:19]=2[O:25][C:26]2[CH:31]=[CH:30][CH:29]=[CH:28][CH:27]=2)=[CH:9][C:8]=1[CH2:32][CH3:33])C.[OH-].[Na+].Cl, predict the reaction product. The product is: [Cl:24][C:21]1[CH:22]=[CH:23][C:18]([O:17][CH2:16][CH2:15][CH2:14][O:13][C:10]2[CH:11]=[CH:12][C:7]([CH2:6][CH2:5][C:4]([OH:34])=[O:3])=[C:8]([CH2:32][CH3:33])[CH:9]=2)=[C:19]([O:25][C:26]2[CH:27]=[CH:28][CH:29]=[CH:30][CH:31]=2)[CH:20]=1.